From a dataset of Full USPTO retrosynthesis dataset with 1.9M reactions from patents (1976-2016). Predict the reactants needed to synthesize the given product. Given the product [F:35][C:28]1[C:29]([OH:34])=[CH:30][CH:31]=[C:32]([F:33])[C:27]=1[NH:26][C:14](=[O:16])[C:13]1[CH:17]=[C:9]([C:4]2[CH:5]=[C:6]([F:8])[CH:7]=[C:2]([F:1])[CH:3]=2)[CH:10]=[C:11]([CH3:19])[C:12]=1[CH3:18], predict the reactants needed to synthesize it. The reactants are: [F:1][C:2]1[CH:3]=[C:4]([C:9]2[CH:10]=[C:11]([CH3:19])[C:12]([CH3:18])=[C:13]([CH:17]=2)[C:14]([OH:16])=O)[CH:5]=[C:6]([F:8])[CH:7]=1.C(Cl)(C(Cl)=O)=O.[NH2:26][C:27]1[C:28]([F:35])=[C:29]([OH:34])[CH:30]=[CH:31][C:32]=1[F:33].C([O-])(O)=O.[Na+].